This data is from Catalyst prediction with 721,799 reactions and 888 catalyst types from USPTO. The task is: Predict which catalyst facilitates the given reaction. (1) Reactant: C(N(C(C)C)CC)(C)C.[Cl:10][C:11]1[CH:12]=[C:13]([C:18]2([CH2:32][CH2:33][CH2:34][OH:35])[CH2:23][CH2:22][CH2:21][N:20]([C:24]([C:26]3[CH:31]=[CH:30][CH:29]=[CH:28][CH:27]=3)=[O:25])[CH2:19]2)[CH:14]=[CH:15][C:16]=1[Cl:17].[CH3:36][S:37](Cl)(=[O:39])=[O:38]. Product: [C:24]([N:20]1[CH2:21][CH2:22][CH2:23][C@@:18]([CH2:32][CH2:33][CH2:34][O:35][S:37]([CH3:36])(=[O:39])=[O:38])([C:13]2[CH:14]=[CH:15][C:16]([Cl:17])=[C:11]([Cl:10])[CH:12]=2)[CH2:19]1)(=[O:25])[C:26]1[CH:31]=[CH:30][CH:29]=[CH:28][CH:27]=1. The catalyst class is: 2. (2) Product: [Cl:1][C:2]1[CH:7]=[CH:6][C:5]([CH2:8][NH:9][C:10](=[O:15])[C:11]([F:12])([F:14])[F:13])=[CH:4][C:3]=1[C:16]1[NH:20][C:19](=[O:21])[N:18]([C:22]2[CH:31]=[CH:30][C:25]([C:26]([NH:39][C:38]3[CH:40]=[CH:41][CH:42]=[C:36]([C:35]([F:34])([F:43])[F:44])[CH:37]=3)=[O:27])=[C:24]([O:32][CH3:33])[CH:23]=2)[N:17]=1. Reactant: [Cl:1][C:2]1[CH:7]=[CH:6][C:5]([CH2:8][NH:9][C:10](=[O:15])[C:11]([F:14])([F:13])[F:12])=[CH:4][C:3]=1[C:16]1[NH:20][C:19](=[O:21])[N:18]([C:22]2[CH:31]=[CH:30][C:25]([C:26](OC)=[O:27])=[C:24]([O:32][CH3:33])[CH:23]=2)[N:17]=1.[F:34][C:35]([F:44])([F:43])[C:36]1[CH:37]=[C:38]([CH:40]=[CH:41][CH:42]=1)[NH2:39].C[Al](C)C. The catalyst class is: 11. (3) Reactant: [Br:1][CH2:2][C:3]1[C:4]([C:20]2[CH:25]=[CH:24][C:23]([S:26](=[O:29])(=[O:28])[NH2:27])=[CH:22][CH:21]=2)=[C:5]([C:15]([O:17][CH2:18][CH3:19])=[O:16])[S:6][C:7]=1[C:8]1[CH:13]=[CH:12][C:11]([Cl:14])=[CH:10][CH:9]=1.[CH3:30][N:31]([CH:33]=O)[CH3:32].COC(OC)N(C)C. Product: [Br:1][CH2:2][C:3]1[C:4]([C:20]2[CH:25]=[CH:24][C:23]([S:26](=[O:28])(=[O:29])[N:27]=[CH:30][N:31]([CH3:33])[CH3:32])=[CH:22][CH:21]=2)=[C:5]([C:15]([O:17][CH2:18][CH3:19])=[O:16])[S:6][C:7]=1[C:8]1[CH:9]=[CH:10][C:11]([Cl:14])=[CH:12][CH:13]=1. The catalyst class is: 13. (4) Product: [F:59][C:56]([F:57])([F:58])[O:55][C:47]1[CH:46]=[C:45]([C:44]2[N:43]=[C:9]([C:7]3[CH:6]=[CH:5][C:4]([C:12]4[CH:17]=[CH:16][CH:15]=[CH:14][CH:13]=4)=[C:3]([C:2]([F:1])([F:19])[F:18])[CH:8]=3)[O:11][N:60]=2)[CH:50]=[CH:49][C:48]=1[S:51]([NH2:52])(=[O:54])=[O:53]. The catalyst class is: 3. Reactant: [F:1][C:2]([F:19])([F:18])[C:3]1[CH:8]=[C:7]([C:9]([OH:11])=O)[CH:6]=[CH:5][C:4]=1[C:12]1[CH:17]=[CH:16][CH:15]=[CH:14][CH:13]=1.CCN=C=NCCCN(C)C.Cl.C1C=CC2N(O)N=NC=2C=1.O[NH:43][C:44](=[NH:60])[C:45]1[CH:50]=[CH:49][C:48]([S:51](=[O:54])(=[O:53])[NH2:52])=[C:47]([O:55][C:56]([F:59])([F:58])[F:57])[CH:46]=1. (5) Reactant: C([O-])([O-])=O.[Cs+].[Cs+].[Cl:7][C:8]1[CH:9]=[C:10]([C:18]2[O:22][N:21]=[C:20]([C:23]3[CH:28]=[N:27][CH:26]=[C:25]4[NH:29][CH:30]=[CH:31][C:24]=34)[N:19]=2)[CH:11]=[CH:12][C:13]=1[O:14][CH:15]([CH3:17])[CH3:16].Br[CH2:33][CH2:34][CH2:35][C:36]([O:38][CH2:39][CH3:40])=[O:37]. Product: [Cl:7][C:8]1[CH:9]=[C:10]([C:18]2[O:22][N:21]=[C:20]([C:23]3[CH:28]=[N:27][CH:26]=[C:25]4[N:29]([CH2:33][CH2:34][CH2:35][C:36]([O:38][CH2:39][CH3:40])=[O:37])[CH:30]=[CH:31][C:24]=34)[N:19]=2)[CH:11]=[CH:12][C:13]=1[O:14][CH:15]([CH3:17])[CH3:16]. The catalyst class is: 9. (6) Product: [CH:17]([N:4]1[C:5]([CH:7]2[CH2:12][CH2:11][N:10]([CH:13]3[CH2:16][O:15][CH2:14]3)[CH2:9][CH2:8]2)=[CH:6][C:2]([C:28]2[CH:29]=[C:30]([C:35]([F:38])([F:37])[F:36])[C:31]([NH2:34])=[N:32][CH:33]=2)=[N:3]1)([CH3:19])[CH3:18]. Reactant: I[C:2]1[CH:6]=[C:5]([CH:7]2[CH2:12][CH2:11][N:10]([CH:13]3[CH2:16][O:15][CH2:14]3)[CH2:9][CH2:8]2)[N:4]([CH:17]([CH3:19])[CH3:18])[N:3]=1.CC1(C)C(C)(C)OB([C:28]2[CH:29]=[C:30]([C:35]([F:38])([F:37])[F:36])[C:31]([NH2:34])=[N:32][CH:33]=2)O1.C(=O)([O-])[O-].[Cs+].[Cs+]. The catalyst class is: 38.